From a dataset of Full USPTO retrosynthesis dataset with 1.9M reactions from patents (1976-2016). Predict the reactants needed to synthesize the given product. (1) The reactants are: [CH3:1][O:2][C:3](=[O:23])[C:4]1[CH:9]=[C:8]([C:10]#[C:11][CH2:12][CH2:13][N:14]2[CH2:18][CH2:17][O:16][C:15]2=[O:19])[CH:7]=[C:6]([CH3:20])[C:5]=1[O:21][CH3:22].[CH2:24]([SnH:28]([CH2:33][CH2:34][CH2:35][CH3:36])[CH2:29][CH2:30][CH2:31][CH3:32])[CH2:25][CH2:26][CH3:27]. Given the product [CH3:1][O:2][C:3](=[O:23])[C:4]1[CH:9]=[C:8]([C:10]([Sn:28]([CH2:29][CH2:30][CH2:31][CH3:32])([CH2:33][CH2:34][CH2:35][CH3:36])[CH2:24][CH2:25][CH2:26][CH3:27])=[CH:11][CH2:12][CH2:13][N:14]2[CH2:18][CH2:17][O:16][C:15]2=[O:19])[CH:7]=[C:6]([CH3:20])[C:5]=1[O:21][CH3:22], predict the reactants needed to synthesize it. (2) Given the product [CH2:11]([N:18]1[CH2:22][CH2:21][C:20](=[C:23]([C:25]2([O:28][Si:29]([C:32]([CH3:35])([CH3:34])[CH3:33])([CH3:30])[CH3:31])[CH2:27][CH2:26]2)[OH:24])[CH2:19]1)[C:12]1[CH:13]=[CH:14][CH:15]=[CH:16][CH:17]=1, predict the reactants needed to synthesize it. The reactants are: [Al+3].[Cl-].[Cl-].[Cl-].[H-].[H-].[H-].[H-].[Li+].[Al+3].[CH2:11]([N:18]1[CH2:22][CH2:21][C:20](=[C:23]([C:25]2([O:28][Si:29]([C:32]([CH3:35])([CH3:34])[CH3:33])([CH3:31])[CH3:30])[CH2:27][CH2:26]2)[OH:24])[C:19]1=O)[C:12]1[CH:17]=[CH:16][CH:15]=[CH:14][CH:13]=1.Cl. (3) Given the product [CH3:1][C:2]1[C:3]([C:18]2[CH:23]=[CH:22][CH:21]=[C:20]([C:24]([F:27])([F:26])[F:25])[CH:19]=2)=[N:4][C:5]2[C:10]([C:11]=1[C:12]([O:14][CH3:15])=[O:13])=[CH:9][C:8]([S:45]([CH3:29])(=[O:48])=[O:44])=[CH:7][CH:6]=2, predict the reactants needed to synthesize it. The reactants are: [CH3:1][C:2]1[C:3]([C:18]2[CH:23]=[CH:22][CH:21]=[C:20]([C:24]([F:27])([F:26])[F:25])[CH:19]=2)=[N:4][C:5]2[C:10]([C:11]=1[C:12]([O:14][CH3:15])=[O:13])=[CH:9][C:8](SC)=[CH:7][CH:6]=2.Cl[C:29]1C=C(C=CC=1)C(OO)=O.C([O-])(O)=O.[Na+].[O-:44][S:45]([O-:48])(=S)=O.[Na+].[Na+]. (4) Given the product [C:58]([O:57][C:56]([NH:55][CH:52]([C:51]([F:50])([F:63])[F:64])[CH2:53][N:37]1[C:38]([C:45]([O:47][CH2:48][CH3:49])=[O:46])=[C:39]([C:40]([O:42][CH2:43][CH3:44])=[O:41])[C:35]([I:34])=[N:36]1)=[O:62])([CH3:59])([CH3:60])[CH3:61], predict the reactants needed to synthesize it. The reactants are: C1C=CC(P(C2C=CC=CC=2)C2C=CC=CC=2)=CC=1.CC(OC(/N=N/C(OC(C)C)=O)=O)C.[I:34][C:35]1[C:39]([C:40]([O:42][CH2:43][CH3:44])=[O:41])=[C:38]([C:45]([O:47][CH2:48][CH3:49])=[O:46])[NH:37][N:36]=1.[F:50][C:51]([F:64])([F:63])[CH:52]([NH:55][C:56](=[O:62])[O:57][C:58]([CH3:61])([CH3:60])[CH3:59])[CH2:53]O.